Dataset: Full USPTO retrosynthesis dataset with 1.9M reactions from patents (1976-2016). Task: Predict the reactants needed to synthesize the given product. (1) The reactants are: Cl[C:2]1[N:7]=[N:6][C:5]2[NH:8][CH:9]=[CH:10][C:4]=2[CH:3]=1.[C:11]([O:15][C:16]([N:18]1[CH2:23][CH2:22][CH:21]([N:24]2[CH:28]=[C:27](B3OC(C)(C)C(C)(C)O3)[CH:26]=[N:25]2)[CH2:20][CH2:19]1)=[O:17])([CH3:14])([CH3:13])[CH3:12].C(=O)([O-])[O-].[Cs+].[Cs+]. Given the product [N:6]1[C:5]2[NH:8][CH:9]=[CH:10][C:4]=2[CH:3]=[C:2]([C:27]2[CH:26]=[N:25][N:24]([CH:21]3[CH2:20][CH2:19][N:18]([C:16]([O:15][C:11]([CH3:14])([CH3:13])[CH3:12])=[O:17])[CH2:23][CH2:22]3)[CH:28]=2)[N:7]=1, predict the reactants needed to synthesize it. (2) Given the product [Cl:2][C:3]1[CH:8]=[CH:7][N:6]=[C:5]([C:9]([NH:14][N:13]([CH3:15])[CH3:12])=[O:10])[CH:4]=1, predict the reactants needed to synthesize it. The reactants are: Cl.[Cl:2][C:3]1[CH:8]=[CH:7][N:6]=[C:5]([C:9](Cl)=[O:10])[CH:4]=1.[CH3:12][N:13]([CH3:15])[NH2:14].C(N(CC)C(C)C)(C)C. (3) Given the product [CH3:1][C:2]1([CH3:15])[O:6][CH:5]([C:7]2[CH:8]=[CH:9][C:10]([CH:13]=[O:16])=[N:11][CH:12]=2)[CH2:4][O:3]1, predict the reactants needed to synthesize it. The reactants are: [CH3:1][C:2]1([CH3:15])[O:6][CH:5]([C:7]2[CH:8]=[CH:9][C:10]([CH:13]=C)=[N:11][CH:12]=2)[CH2:4][O:3]1.[O:16]1CCCC1. (4) Given the product [F:14][CH2:13][CH2:12][CH2:11][N:8]1[CH:7]2[CH2:1][CH2:2][CH:3]1[CH2:4][CH:5]([OH:9])[CH2:6]2, predict the reactants needed to synthesize it. The reactants are: [CH2:1]1[C@H:7]2[NH:8][C@H:3]([CH2:4][CH:5]([OH:9])[CH2:6]2)[CH2:2]1.Br[CH2:11][CH2:12][CH2:13][F:14].C(N(CC)CC)C. (5) Given the product [NH2:14][CH2:15][C:16]1[CH:17]=[C:18]([CH2:22][OH:23])[CH:19]=[CH:20][CH:21]=1, predict the reactants needed to synthesize it. The reactants are: FC(F)(F)C(O)=O.C(OC(=O)[NH:14][CH2:15][C:16]1[CH:21]=[CH:20][CH:19]=[C:18]([CH2:22][OH:23])[CH:17]=1)(C)(C)C. (6) Given the product [Cl:8][C:6]1[CH:5]=[C:4]([S:9]([NH:12][C:13]2[CH:21]=[CH:20][C:16]([C:17]([O:19][CH:26]([CH2:25][O:24][CH3:23])[CH2:27][CH3:28])=[O:18])=[C:15]([OH:22])[CH:14]=2)(=[O:10])=[O:11])[CH:3]=[C:2]([Cl:1])[CH:7]=1, predict the reactants needed to synthesize it. The reactants are: [Cl:1][C:2]1[CH:3]=[C:4]([S:9]([NH:12][C:13]2[CH:21]=[CH:20][C:16]([C:17]([OH:19])=[O:18])=[C:15]([OH:22])[CH:14]=2)(=[O:11])=[O:10])[CH:5]=[C:6]([Cl:8])[CH:7]=1.[CH3:23][O:24][CH2:25][CH:26](O)[CH2:27][CH3:28].